This data is from Forward reaction prediction with 1.9M reactions from USPTO patents (1976-2016). The task is: Predict the product of the given reaction. (1) The product is: [CH:18]([CH:21]1[CH2:26][CH2:25][CH2:24][CH2:23][CH:22]1[O:27][C:8](=[O:9])[NH:7][C:4]1[CH:5]=[CH:6][C:1]([CH3:10])=[CH:2][CH:3]=1)([CH3:20])[CH3:19]. Given the reactants [C:1]1([CH3:10])[CH:6]=[CH:5][C:4]([N:7]=[C:8]=[O:9])=[CH:3][CH:2]=1.C1(C)C=CC=CC=1.[CH:18]([CH:21]1[CH2:26][CH2:25][CH2:24][CH2:23][CH:22]1[OH:27])([CH3:20])[CH3:19], predict the reaction product. (2) Given the reactants [C:1]([C:5]1[S:9][C:8]([C:10]([NH:12][C@@H:13]([CH2:21][C:22]2[CH:27]=[CH:26][C:25](B3OC(C)(C)C(C)(C)O3)=[CH:24][CH:23]=2)[C:14]([O:16][C:17]([CH3:20])([CH3:19])[CH3:18])=[O:15])=[O:11])=[CH:7][CH:6]=1)([CH3:4])([CH3:3])[CH3:2].[Br:37][C:38]1[CH:39]=[N:40][C:41](I)=[N:42][CH:43]=1.C(#N)C.C1COCC1, predict the reaction product. The product is: [Br:37][C:38]1[CH:39]=[N:40][C:41]([C:25]2[CH:24]=[CH:23][C:22]([CH2:21][C@H:13]([NH:12][C:10]([C:8]3[S:9][C:5]([C:1]([CH3:2])([CH3:3])[CH3:4])=[CH:6][CH:7]=3)=[O:11])[C:14]([O:16][C:17]([CH3:20])([CH3:19])[CH3:18])=[O:15])=[CH:27][CH:26]=2)=[N:42][CH:43]=1. (3) The product is: [I:16][C:13]1[CH:12]=[CH:11][C:10]([N:8]2[CH:9]=[C:5]([CH2:4][NH2:1])[N:6]=[CH:7]2)=[CH:15][CH:14]=1. Given the reactants [N:1]([CH2:4][C:5]1[N:6]=[CH:7][N:8]([C:10]2[CH:15]=[CH:14][C:13]([I:16])=[CH:12][CH:11]=2)[CH:9]=1)=[N+]=[N-], predict the reaction product. (4) Given the reactants [I:1][C:2]1[CH:3]=[C:4]2[C:9](=[CH:10][CH:11]=1)[N:8]([CH2:12][CH2:13][CH3:14])[CH:7]=[C:6]([C:15]([O:17]CC)=[O:16])[C:5]2=[O:20].[OH-].[Na+], predict the reaction product. The product is: [I:1][C:2]1[CH:3]=[C:4]2[C:9](=[CH:10][CH:11]=1)[N:8]([CH2:12][CH2:13][CH3:14])[CH:7]=[C:6]([C:15]([OH:17])=[O:16])[C:5]2=[O:20]. (5) Given the reactants [N-:1]=[N+:2]=[N-:3].[Na+].[CH:5]([C:8]1[CH:13]=[C:12]([CH:14]([CH3:16])[CH3:15])[CH:11]=[C:10]([CH:17]([CH3:19])[CH3:18])[C:9]=1[S:20](Cl)(=[O:22])=[O:21])([CH3:7])[CH3:6], predict the reaction product. The product is: [CH:5]([C:8]1[CH:13]=[C:12]([CH:14]([CH3:15])[CH3:16])[CH:11]=[C:10]([CH:17]([CH3:19])[CH3:18])[C:9]=1[S:20]([N:1]=[N+:2]=[N-:3])(=[O:22])=[O:21])([CH3:6])[CH3:7]. (6) Given the reactants CO.[CH3:3][C:4]([CH3:6])=O.[ClH:7].Cl.Cl.[OH:10][C:11]1[CH:32]=[CH:31][C:14]([CH2:15][NH:16][C:17]([NH:19][C:20]([NH:22][CH2:23][CH2:24][CH2:25][CH2:26][CH2:27][CH2:28][CH2:29][CH3:30])=[NH:21])=[NH:18])=[CH:13][CH:12]=1, predict the reaction product. The product is: [ClH:7].[CH2:23]([NH:22][C:20]1[NH:19][C:17]([NH:16][CH2:15][C:14]2[CH:13]=[CH:12][C:11]([OH:10])=[CH:32][CH:31]=2)=[N:18][C:4]([CH3:6])([CH3:3])[N:21]=1)[CH2:24][CH2:25][CH2:26][CH2:27][CH2:28][CH2:29][CH3:30]. (7) Given the reactants Cl[C:2]1[C:7]([C:8]([F:11])([F:10])[F:9])=[CH:6][N:5]=[C:4]([NH:12][C:13]2[CH:27]=[CH:26][C:16]([CH2:17][P:18](=[O:25])([O:22][CH2:23][CH3:24])[O:19][CH2:20][CH3:21])=[CH:15][C:14]=2[O:28][CH3:29])[N:3]=1.[NH2:30][C:31]1[C:39]2[C:38](=[O:40])[N:37]([CH3:41])[CH2:36][C:35]=2[C:34]([C:42]([OH:44])=[O:43])=[CH:33][CH:32]=1, predict the reaction product. The product is: [CH2:20]([O:19][P:18]([CH2:17][C:16]1[CH:26]=[CH:27][C:13]([NH:12][C:4]2[N:3]=[C:2]([NH:30][C:31]3[C:39]4[C:38](=[O:40])[N:37]([CH3:41])[CH2:36][C:35]=4[C:34]([C:42]([OH:44])=[O:43])=[CH:33][CH:32]=3)[C:7]([C:8]([F:11])([F:10])[F:9])=[CH:6][N:5]=2)=[C:14]([O:28][CH3:29])[CH:15]=1)([O:22][CH2:23][CH3:24])=[O:25])[CH3:21]. (8) Given the reactants [H-].[Na+].[CH3:3][CH2:4][O:5][C:6]([CH:8]([C:16]([O:18][CH2:19][CH3:20])=[O:17])[CH2:9][C:10]1[CH:15]=[CH:14][CH:13]=[CH:12][CH:11]=1)=[O:7].Cl.[CH2:22]([C:26]1[N:27]([CH2:33][C:34]2[CH:39]=[CH:38][CH:37]=[CH:36][C:35]=2[Cl:40])[C:28](CCl)=[CH:29][N:30]=1)[CH2:23][CH2:24][CH3:25], predict the reaction product. The product is: [CH2:19]([O:18][C:16](=[O:17])[C:8]([C:28]1[N:27]([CH2:33][C:34]2[CH:39]=[CH:38][CH:37]=[CH:36][C:35]=2[Cl:40])[C:26]([CH2:22][CH2:23][CH2:24][CH3:25])=[N:30][CH:29]=1)([CH2:9][C:10]1[CH:15]=[CH:14][CH:13]=[CH:12][CH:11]=1)[C:6]([O:5][CH2:4][CH3:3])=[O:7])[CH3:20]. (9) Given the reactants [C:1]([N:9]1[CH2:14][CH2:13][N:12]([S:15]([C:18]2[S:22][C:21]([C:23]([OH:25])=O)=[CH:20][CH:19]=2)(=[O:17])=[O:16])[CH:11]([CH3:26])[CH2:10]1)(=[O:8])[C:2]1[CH:7]=[CH:6][CH:5]=[CH:4][CH:3]=1.Cl.[CH3:28][O:29][NH:30][CH3:31].CN([P+](ON1N=NC2C1=CC=CC=2)(N(C)C)N(C)C)C.F[P-](F)(F)(F)(F)F.CCN(C(C)C)C(C)C, predict the reaction product. The product is: [CH3:28][O:29][N:30]([CH3:31])[C:23]([C:21]1[S:22][C:18]([S:15]([N:12]2[CH2:13][CH2:14][N:9]([C:1](=[O:8])[C:2]3[CH:3]=[CH:4][CH:5]=[CH:6][CH:7]=3)[CH2:10][CH:11]2[CH3:26])(=[O:17])=[O:16])=[CH:19][CH:20]=1)=[O:25].